From a dataset of Full USPTO retrosynthesis dataset with 1.9M reactions from patents (1976-2016). Predict the reactants needed to synthesize the given product. (1) Given the product [C:22]([O:21][C:19]([N:7]([CH2:6][C:5]1[CH:14]=[CH:15][C:16]([O:17][CH3:18])=[C:3]([O:2][CH3:1])[CH:4]=1)[CH2:8][C:9]([O:11][CH2:12][CH3:13])=[O:10])=[O:20])([CH3:25])([CH3:24])[CH3:23], predict the reactants needed to synthesize it. The reactants are: [CH3:1][O:2][C:3]1[CH:4]=[C:5]([CH:14]=[CH:15][C:16]=1[O:17][CH3:18])[CH2:6][NH:7][CH2:8][C:9]([O:11][CH2:12][CH3:13])=[O:10].[C:19](O[C:19]([O:21][C:22]([CH3:25])([CH3:24])[CH3:23])=[O:20])([O:21][C:22]([CH3:25])([CH3:24])[CH3:23])=[O:20]. (2) Given the product [NH2:16][C:2]1[N:7]=[CH:6][C:5]([S:8]([NH:11][CH:12]2[CH2:14][CH2:13]2)(=[O:10])=[O:9])=[CH:4][CH:3]=1, predict the reactants needed to synthesize it. The reactants are: Cl[C:2]1[N:7]=[CH:6][C:5]([S:8]([NH:11][CH:12]2[CH2:14][CH2:13]2)(=[O:10])=[O:9])=[CH:4][CH:3]=1.O.[NH3:16]. (3) Given the product [NH2:1][C:2]1[N:3]=[C:4]([CH3:19])[C:5]2[CH:11]=[C:10]([C:25]3[CH:24]=[CH:23][CH:22]=[C:21]([OH:20])[CH:26]=3)[C:9](=[O:13])[N:8]([CH:14]3[CH2:18][CH2:17][CH2:16][CH2:15]3)[C:6]=2[N:7]=1, predict the reactants needed to synthesize it. The reactants are: [NH2:1][C:2]1[N:3]=[C:4]([CH3:19])[C:5]2[CH:11]=[C:10](Br)[C:9](=[O:13])[N:8]([CH:14]3[CH2:18][CH2:17][CH2:16][CH2:15]3)[C:6]=2[N:7]=1.[OH:20][C:21]1[CH:22]=[C:23](B(O)O)[CH:24]=[CH:25][CH:26]=1.C(=O)([O-])[O-].[K+].[K+]. (4) Given the product [S:21]1[CH2:24][CH2:23][N:22]=[C:20]1[NH:19][CH:10]([C:11]1[CH:16]=[CH:15][CH:14]=[C:13]([CH3:17])[C:12]=1[CH3:18])[CH2:9][C:4]1[CH:3]=[C:2]([CH3:1])[CH:7]=[C:6]([CH3:8])[CH:5]=1, predict the reactants needed to synthesize it. The reactants are: [CH3:1][C:2]1[CH:3]=[C:4]([CH2:9][CH:10]([NH:19][C:20]([NH:22][CH2:23][CH2:24]O)=[S:21])[C:11]2[CH:16]=[CH:15][CH:14]=[C:13]([CH3:17])[C:12]=2[CH3:18])[CH:5]=[C:6]([CH3:8])[CH:7]=1. (5) Given the product [CH2:1]([C:3]([C:22]1[CH:27]=[CH:26][C:25]([OH:28])=[C:24]([CH3:36])[CH:23]=1)([C:6]1[CH:11]=[CH:10][C:9](/[CH:12]=[CH:13]/[C:14]2([OH:20])[CH2:19][CH2:18][CH2:17][CH2:16][CH2:15]2)=[C:8]([CH3:21])[CH:7]=1)[CH2:4][CH3:5])[CH3:2], predict the reactants needed to synthesize it. The reactants are: [CH2:1]([C:3]([C:22]1[CH:27]=[CH:26][C:25]([O:28]S(C(F)(F)F)(=O)=O)=[C:24]([CH3:36])[CH:23]=1)([C:6]1[CH:11]=[CH:10][C:9](/[CH:12]=[CH:13]/[C:14]2([OH:20])[CH2:19][CH2:18][CH2:17][CH2:16][CH2:15]2)=[C:8]([CH3:21])[CH:7]=1)[CH2:4][CH3:5])[CH3:2].C([O-])(=O)C.[K+].B1(B2OC(C)(C)C(C)(C)O2)OC(C)(C)C(C)(C)O1.O. (6) Given the product [Br:12][C:13]1[C:14]([O:20][C:21]2[C:26]([F:27])=[CH:25][CH:24]=[CH:23][C:22]=2[F:28])=[CH:15][C:16]([NH:19][C:10]([NH:9][C:1](=[O:8])[C:2]2[CH:7]=[CH:6][CH:5]=[CH:4][CH:3]=2)=[S:11])=[N:17][CH:18]=1, predict the reactants needed to synthesize it. The reactants are: [C:1]([N:9]=[C:10]=[S:11])(=[O:8])[C:2]1[CH:7]=[CH:6][CH:5]=[CH:4][CH:3]=1.[Br:12][C:13]1[C:14]([O:20][C:21]2[C:26]([F:27])=[CH:25][CH:24]=[CH:23][C:22]=2[F:28])=[CH:15][C:16]([NH2:19])=[N:17][CH:18]=1. (7) Given the product [I:22][C:8]1[CH:9]=[CH:10][C:11]([C:16]2[CH:21]=[CH:20][CH:19]=[CH:18][N:17]=2)=[C:12]([CH:15]=1)[C:13]#[N:14], predict the reactants needed to synthesize it. The reactants are: [N+]([O-])([N+]([O-])=O)=O.N[C:8]1[CH:9]=[CH:10][C:11]([C:16]2[CH:21]=[CH:20][CH:19]=[CH:18][N:17]=2)=[C:12]([CH:15]=1)[C:13]#[N:14].[I-:22].[Na+].O. (8) Given the product [Cl:1][C:2]1[CH:10]=[CH:9][C:5]([C:6]([NH:8][CH2:14][C:15]2[C:24](=[O:25])[C:23]3[C:18](=[CH:19][C:20]([Cl:26])=[CH:21][CH:22]=3)[N:17]([C:27]3[CH:32]=[CH:31][CH:30]=[CH:29][CH:28]=3)[C:16]=2[C:33]2[O:34][CH:35]=[CH:36][N:37]=2)=[O:7])=[CH:4][N:3]=1, predict the reactants needed to synthesize it. The reactants are: [Cl:1][C:2]1[CH:10]=[CH:9][C:5]([C:6]([NH2:8])=[O:7])=[CH:4][N:3]=1.[H-].[Na+].Br[CH2:14][C:15]1[C:24](=[O:25])[C:23]2[C:18](=[CH:19][C:20]([Cl:26])=[CH:21][CH:22]=2)[N:17]([C:27]2[CH:32]=[CH:31][CH:30]=[CH:29][CH:28]=2)[C:16]=1[C:33]1[O:34][CH:35]=[CH:36][N:37]=1. (9) Given the product [Cl:1][C:2]1[CH:10]=[CH:9][C:8]([O:11][CH2:18][CH3:19])=[CH:7][C:3]=1[C:4]([NH2:6])=[O:5], predict the reactants needed to synthesize it. The reactants are: [Cl:1][C:2]1[CH:10]=[CH:9][C:8]([OH:11])=[CH:7][C:3]=1[C:4]([NH2:6])=[O:5].C(=O)([O-])[O-].[K+].[K+].[CH2:18](Br)[CH3:19].